This data is from Peptide-MHC class I binding affinity with 185,985 pairs from IEDB/IMGT. The task is: Regression. Given a peptide amino acid sequence and an MHC pseudo amino acid sequence, predict their binding affinity value. This is MHC class I binding data. (1) The peptide sequence is RLEELLPAV. The MHC is HLA-A02:06 with pseudo-sequence HLA-A02:06. The binding affinity (normalized) is 0.810. (2) The peptide sequence is RLPGPSDTPI. The MHC is HLA-A24:02 with pseudo-sequence HLA-A24:02. The binding affinity (normalized) is 0.154. (3) The peptide sequence is RAPHLPPQW. The MHC is HLA-B27:05 with pseudo-sequence HLA-B27:05. The binding affinity (normalized) is 0.213. (4) The peptide sequence is DMYFCHFYK. The MHC is HLA-A31:01 with pseudo-sequence HLA-A31:01. The binding affinity (normalized) is 0.301. (5) The peptide sequence is LIDGRTSFY. The MHC is HLA-B45:06 with pseudo-sequence HLA-B45:06. The binding affinity (normalized) is 0.213. (6) The peptide sequence is NPDIVIYQY. The MHC is HLA-A02:03 with pseudo-sequence HLA-A02:03. The binding affinity (normalized) is 0.